Dataset: Full USPTO retrosynthesis dataset with 1.9M reactions from patents (1976-2016). Task: Predict the reactants needed to synthesize the given product. (1) Given the product [NH2:23][CH2:22][CH2:21][CH2:20][CH2:19][N:18]1[C:17]2[CH:31]=[CH:32][CH:33]=[CH:34][C:16]=2[N:15]=[C:14]1[CH2:13][N:2]([CH3:1])[CH:3]1[C:12]2[N:11]=[CH:10][CH:9]=[CH:8][C:7]=2[CH2:6][CH2:5][CH2:4]1, predict the reactants needed to synthesize it. The reactants are: [CH3:1][N:2]([CH2:13][C:14]1[N:18]([CH2:19][CH2:20][CH2:21][CH2:22][NH:23]C(=O)OC(C)(C)C)[C:17]2[CH:31]=[CH:32][CH:33]=[CH:34][C:16]=2[N:15]=1)[CH:3]1[C:12]2[N:11]=[CH:10][CH:9]=[CH:8][C:7]=2[CH2:6][CH2:5][CH2:4]1.N1CC(CN2C3C=CC=CC=3N=C2CN(C)C2C3N=CC=CC=3CCC2)C1. (2) Given the product [Br:1][C:2]1[CH:14]=[C:13]([C:15]([NH2:16])=[O:17])[C:12]2[NH:11][C:10]3[C:5]([C:4]=2[CH:3]=1)=[CH:6][CH:7]=[C:8]([C:18]([N:49]1[CH2:48][C@H:47]([CH3:46])[O:52][C@H:51]([CH3:53])[CH2:50]1)=[O:20])[CH:9]=3, predict the reactants needed to synthesize it. The reactants are: [Br:1][C:2]1[CH:3]=[C:4]2[C:12](=[C:13]([C:15](=[O:17])[NH2:16])[CH:14]=1)[NH:11][C:10]1[CH:9]=[C:8]([C:18]([OH:20])=O)[CH:7]=[CH:6][C:5]2=1.CN(C(ON1N=NC2C=CC(=CC1=2)Cl)=[N+](C)C)C.F[P-](F)(F)(F)(F)F.[CH3:46][C@H:47]1[O:52][C@@H:51]([CH3:53])[CH2:50][NH:49][CH2:48]1.[Li+].[Cl-]. (3) Given the product [Cl:19][C:17]1[N:18]=[C:14]([O:11][C:7]2[C:6]([CH3:12])=[CH:5][C:4]([NH2:3])=[C:9]([CH3:10])[CH:8]=2)[S:15][C:16]=1[Cl:20], predict the reactants needed to synthesize it. The reactants are: [H-].[Na+].[NH2:3][C:4]1[C:9]([CH3:10])=[CH:8][C:7]([OH:11])=[C:6]([CH3:12])[CH:5]=1.Cl[C:14]1[S:15][C:16]([Cl:20])=[C:17]([Cl:19])[N:18]=1.CO. (4) Given the product [Cl:1][C:2]1[CH:3]=[CH:4][C:5]([C:6]([NH:8][CH:9]([CH2:13][C:14]2[C:23]3[C:18](=[CH:19][CH:20]=[CH:21][CH:22]=3)[NH:17][C:16](=[O:24])[CH:15]=2)[C:10]([S:11][CH:28]2[CH2:33][CH2:32][CH2:31][CH2:30][CH2:29]2)=[O:12])=[O:7])=[CH:25][CH:26]=1, predict the reactants needed to synthesize it. The reactants are: [Cl:1][C:2]1[CH:26]=[CH:25][C:5]([C:6]([NH:8][CH:9]([CH2:13][C:14]2[C:23]3[C:18](=[CH:19][CH:20]=[CH:21][CH:22]=3)[NH:17][C:16](=[O:24])[CH:15]=2)[C:10]([OH:12])=[S:11])=[O:7])=[CH:4][CH:3]=1.Br[CH:28]1[CH2:33][CH2:32][CH2:31][CH2:30][CH2:29]1. (5) Given the product [CH3:1][S:2]([C:5]1[CH:10]=[CH:9][CH:8]=[CH:7][C:6]=1[S:11]([NH:14][C:15]1[CH:16]=[CH:17][CH:18]=[C:19]2[C:23]=1[NH:22][C:21]([C:24]([NH:50][CH2:49][CH2:48][S:47][C:28]([C:35]1[CH:40]=[CH:39][CH:38]=[CH:37][CH:36]=1)([C:29]1[CH:30]=[CH:31][CH:32]=[CH:33][CH:34]=1)[C:41]1[CH:46]=[CH:45][CH:44]=[CH:43][CH:42]=1)=[O:25])=[CH:20]2)(=[O:13])=[O:12])(=[O:3])=[O:4], predict the reactants needed to synthesize it. The reactants are: [CH3:1][S:2]([C:5]1[CH:10]=[CH:9][CH:8]=[CH:7][C:6]=1[S:11]([NH:14][C:15]1[CH:16]=[CH:17][CH:18]=[C:19]2[C:23]=1[NH:22][C:21]([C:24](O)=[O:25])=[CH:20]2)(=[O:13])=[O:12])(=[O:4])=[O:3].Cl.[C:28]([S:47][CH2:48][CH2:49][NH2:50])([C:41]1[CH:46]=[CH:45][CH:44]=[CH:43][CH:42]=1)([C:35]1[CH:40]=[CH:39][CH:38]=[CH:37][CH:36]=1)[C:29]1[CH:34]=[CH:33][CH:32]=[CH:31][CH:30]=1.N1(O)C2C=CC=CC=2N=N1.Cl.CN(C)CCCN=C=NCC.